Dataset: Full USPTO retrosynthesis dataset with 1.9M reactions from patents (1976-2016). Task: Predict the reactants needed to synthesize the given product. (1) Given the product [N:10]1[CH:11]=[CH:12][CH:13]=[CH:14][C:9]=1[C:18]#[C:17][CH2:16][CH2:15][OH:19], predict the reactants needed to synthesize it. The reactants are: CCN(CC)CC.Br[C:9]1[CH:14]=[CH:13][CH:12]=[CH:11][N:10]=1.[CH2:15]([OH:19])[CH2:16][C:17]#[CH:18]. (2) Given the product [Br:13][C:7]1[CH:6]=[CH:5][C:4]([NH:8][C:9](=[O:11])[CH3:10])=[C:3]([CH3:12])[C:2]=1[F:1], predict the reactants needed to synthesize it. The reactants are: [F:1][C:2]1[C:3]([CH3:12])=[C:4]([NH:8][C:9](=[O:11])[CH3:10])[CH:5]=[CH:6][CH:7]=1.[Br:13]Br. (3) Given the product [CH:1]([C:4]1[CH:5]=[CH:6][C:7]([C:10]2[N:15]=[C:14]([C:16]3[CH:17]=[C:18]([CH:21]=[CH:22][CH:23]=3)[C:19]([NH2:20])=[O:24])[CH:13]=[CH:12][N:11]=2)=[CH:8][CH:9]=1)([CH3:3])[CH3:2], predict the reactants needed to synthesize it. The reactants are: [CH:1]([C:4]1[CH:9]=[CH:8][C:7]([C:10]2[N:15]=[C:14]([C:16]3[CH:17]=[C:18]([CH:21]=[CH:22][CH:23]=3)[C:19]#[N:20])[CH:13]=[CH:12][N:11]=2)=[CH:6][CH:5]=1)([CH3:3])[CH3:2].[OH:24]S(O)(=O)=O.[OH-].[Na+]. (4) Given the product [ClH:39].[CH2:15]([N:3]([CH2:1][CH3:2])[CH2:4][C:5]([NH:7][C@@H:8]([CH:12]([CH3:14])[CH3:13])[C:9]([OH:11])=[O:10])=[O:6])[CH3:16].[OH:17][CH2:18][CH2:19][N:20]1[C:25](=[O:26])[CH2:24][CH2:23][CH:22]([N:27]2[C:28](=[O:37])[C:29]3[C:34](=[CH:33][CH:32]=[CH:31][CH:30]=3)[C:35]2=[O:36])[C:21]1=[O:38], predict the reactants needed to synthesize it. The reactants are: [CH2:1]([N:3]([CH2:15][CH3:16])[CH2:4][C:5]([NH:7][C@@H:8]([CH:12]([CH3:14])[CH3:13])[C:9]([OH:11])=[O:10])=[O:6])[CH3:2].[OH:17][CH2:18][CH2:19][N:20]1[C:25](=[O:26])[CH2:24][CH2:23][CH:22]([N:27]2[C:35](=[O:36])[C:34]3[C:29](=[CH:30][CH:31]=[CH:32][CH:33]=3)[C:28]2=[O:37])[C:21]1=[O:38].[ClH:39].CO. (5) The reactants are: [CH2:1]([O:8][C:9](=[O:20])[C@@H:10]([CH2:12][CH2:13][C:14]1[CH:19]=[CH:18][CH:17]=[CH:16][CH:15]=1)[NH2:11])[C:2]1[CH:7]=[CH:6][CH:5]=[CH:4][CH:3]=1.[C:21]([N:28]([C:37]([O:39][C:40]([CH3:43])([CH3:42])[CH3:41])=[O:38])[C@H:29]([C:34](O)=[O:35])[CH2:30][CH2:31][CH2:32][NH2:33])([O:23][C:24]([CH3:27])([CH3:26])[CH3:25])=[O:22].C1(N=C=NC2CCCCC2)CCCCC1. Given the product [CH2:1]([O:8][C:9](=[O:20])[C@@H:10]([CH2:12][CH2:13][C:14]1[CH:19]=[CH:18][CH:17]=[CH:16][CH:15]=1)[NH:11][C:34](=[O:35])[C@H:29]([CH2:30][CH2:31][CH2:32][NH2:33])[N:28]([C:37]([O:39][C:40]([CH3:41])([CH3:42])[CH3:43])=[O:38])[C:21]([O:23][C:24]([CH3:27])([CH3:25])[CH3:26])=[O:22])[C:2]1[CH:3]=[CH:4][CH:5]=[CH:6][CH:7]=1, predict the reactants needed to synthesize it. (6) Given the product [CH3:30][C:28]1[O:27][N:26]=[C:25]([C:24]2[N:14]3[N:13]=[C:12]([O:1][CH2:2][C:3]4[N:8]=[N:7][C:6]([CH2:9][OH:10])=[CH:5][CH:4]=4)[C:21]4[C:16]([C:15]3=[N:22][N:23]=2)=[CH:17][CH:18]=[CH:19][CH:20]=4)[CH:29]=1, predict the reactants needed to synthesize it. The reactants are: [OH:1][CH2:2][C:3]1[N:8]=[N:7][C:6]([CH2:9][OH:10])=[CH:5][CH:4]=1.Cl[C:12]1[C:21]2[C:16](=[CH:17][CH:18]=[CH:19][CH:20]=2)[C:15]2=[N:22][N:23]=[C:24]([C:25]3[CH:29]=[C:28]([CH3:30])[O:27][N:26]=3)[N:14]2[N:13]=1. (7) Given the product [N:1]1([CH2:6][CH2:7][NH:8][C:9]2[C:10]([NH2:15])=[CH:11][CH:12]=[CH:13][CH:14]=2)[CH:5]=[CH:4][N:3]=[CH:2]1, predict the reactants needed to synthesize it. The reactants are: [N:1]1([CH2:6][CH2:7][NH:8][C:9]2[CH:14]=[CH:13][CH:12]=[CH:11][C:10]=2[N+:15]([O-])=O)[CH:5]=[CH:4][N:3]=[CH:2]1.NC1C=CC=CC=1NCC(C)(C)CNC(=O)OC(C)(C)C.